This data is from Full USPTO retrosynthesis dataset with 1.9M reactions from patents (1976-2016). The task is: Predict the reactants needed to synthesize the given product. The reactants are: [Cl-].[CH3:2][C:3]1[CH:4]=[C:5]([CH:28]=[C:29]([CH3:31])[CH:30]=1)[NH:6][C:7]1[C:8]([NH2+:21][C:22]2[CH:27]=[CH:26][CH:25]=[CH:24][CH:23]=2)=[N:9][C:10]([C:13]2[C:18]([CH3:19])=[CH:17][CH:16]=[CH:15][C:14]=2[CH3:20])=[CH:11][N:12]=1.[CH:32]([O-])([O-])[O:33][CH2:34][CH3:35]. Given the product [CH3:19][C:18]1[CH:17]=[CH:16][CH:15]=[C:14]([CH3:20])[C:13]=1[C:10]1[N:9]=[C:8]2[N:21]([C:22]3[CH:23]=[CH:24][CH:25]=[CH:26][CH:27]=3)[CH:32]([O:33][CH2:34][CH3:35])[N:6]([C:5]3[CH:4]=[C:3]([CH3:2])[CH:30]=[C:29]([CH3:31])[CH:28]=3)[C:7]2=[N:12][CH:11]=1, predict the reactants needed to synthesize it.